From a dataset of Full USPTO retrosynthesis dataset with 1.9M reactions from patents (1976-2016). Predict the reactants needed to synthesize the given product. (1) Given the product [C:21]([NH:20][CH2:19][CH2:18][O:17][C:16]1[CH:24]=[CH:25][C:13]([C:3]2[CH:4]=[C:5]3[C:9](=[CH:10][C:2]=2[Cl:1])[NH:8][CH:7]=[C:6]3[C:11]([OH:32])=[O:12])=[CH:14][CH:15]=1)(=[O:23])[CH3:22], predict the reactants needed to synthesize it. The reactants are: [Cl:1][C:2]1[CH:10]=[C:9]2[C:5]([C:6]([CH:11]=[O:12])=[CH:7][NH:8]2)=[CH:4][C:3]=1[C:13]1[CH:25]=[CH:24][C:16]([O:17][CH2:18][CH2:19][NH:20][C:21](=[O:23])[CH3:22])=[CH:15][CH:14]=1.CC(=CC)C.Cl([O-])=[O:32].[Na+].OP([O-])(O)=O.[Na+]. (2) Given the product [C:43]([N:25]1[CH2:24][CH2:23][CH:22]([N:21]([CH2:28][CH3:29])[C:18]2[C:19]([CH3:20])=[C:14]([C:12]([NH:11][CH2:10][C:3]3[C:4](=[O:9])[NH:5][C:6]([CH3:8])=[CH:7][C:2]=3[CH3:1])=[O:13])[CH:15]=[C:16]([C:30]3[CH:35]=[CH:34][C:33]([CH2:36][N:37]4[CH2:38][CH2:39][O:40][CH2:41][CH2:42]4)=[CH:32][CH:31]=3)[CH:17]=2)[CH2:27][CH2:26]1)(=[O:45])[CH3:44], predict the reactants needed to synthesize it. The reactants are: [CH3:1][C:2]1[CH:7]=[C:6]([CH3:8])[NH:5][C:4](=[O:9])[C:3]=1[CH2:10][NH:11][C:12]([C:14]1[CH:15]=[C:16]([C:30]2[CH:35]=[CH:34][C:33]([CH2:36][N:37]3[CH2:42][CH2:41][O:40][CH2:39][CH2:38]3)=[CH:32][CH:31]=2)[CH:17]=[C:18]([N:21]([CH2:28][CH3:29])[CH:22]2[CH2:27][CH2:26][NH:25][CH2:24][CH2:23]2)[C:19]=1[CH3:20])=[O:13].[C:43](O)(=[O:45])[CH3:44].CCN=C=NCCCN(C)C.C1C=CC2N(O)N=NC=2C=1.C(N(CC)CC)C. (3) Given the product [ClH:23].[NH:13]1[CH2:14][CH2:15][CH:10]([CH2:9][N:7]2[CH:8]=[C:4]([C:1]([NH2:2])=[O:3])[CH:5]=[N:6]2)[CH2:11][CH2:12]1, predict the reactants needed to synthesize it. The reactants are: [C:1]([C:4]1[CH:5]=[N:6][N:7]([CH2:9][CH:10]2[CH2:15][CH2:14][N:13](C(OC(C)(C)C)=O)[CH2:12][CH2:11]2)[CH:8]=1)(=[O:3])[NH2:2].[ClH:23]. (4) The reactants are: C[O:2][CH:3]=[CH:4][C:5]1[CH:10]=[C:9]([Cl:11])[CH:8]=[CH:7][C:6]=1[Cl:12].Cl.O1CCOCC1.C(=O)(O)[O-].[Na+]. Given the product [Cl:12][C:6]1[CH:7]=[CH:8][C:9]([Cl:11])=[CH:10][C:5]=1[CH2:4][CH:3]=[O:2], predict the reactants needed to synthesize it. (5) Given the product [Br:1][C:2]1[CH:7]=[CH:6][C:5]([NH2:8])=[C:4]([CH3:12])[C:3]=1[C:13]([F:14])([F:15])[F:16], predict the reactants needed to synthesize it. The reactants are: [Br:1][C:2]1[CH:7]=[CH:6][C:5]([NH:8]C(=O)C)=[C:4]([CH3:12])[C:3]=1[C:13]([F:16])([F:15])[F:14].C(O)C.Cl.C(=O)([O-])[O-].[K+].[K+]. (6) Given the product [I-:11].[CH:12]([N+:2]1[CH:1]=[C:9]2[N:4]([C:5](=[O:10])[NH:6][CH2:7][CH2:8]2)[CH:3]=1)([CH3:14])[CH3:13], predict the reactants needed to synthesize it. The reactants are: [CH:1]1[N:2]=[CH:3][N:4]2[C:9]=1[CH2:8][CH2:7][NH:6][C:5]2=[O:10].[I:11][CH:12]([CH3:14])[CH3:13]. (7) The reactants are: [Br:1][C:2]1[CH:10]=[CH:9][C:5]([CH:6](O)[CH3:7])=[CH:4][CH:3]=1.[C:11]1(=[O:21])[NH:15][C:14](=[O:16])[C:13]2=[CH:17][CH:18]=[CH:19][CH:20]=[C:12]12.C1(P(C2C=CC=CC=2)C2C=CC=CC=2)C=CC=CC=1.N(C(OCC)=O)=NC(OCC)=O. Given the product [Br:1][C:2]1[CH:10]=[CH:9][C:5]([CH:6]([N:15]2[C:11](=[O:21])[C:12]3[C:13](=[CH:17][CH:18]=[CH:19][CH:20]=3)[C:14]2=[O:16])[CH3:7])=[CH:4][CH:3]=1, predict the reactants needed to synthesize it. (8) Given the product [F:29][C:2]([F:1])([S:18]([C:21]1[CH:26]=[CH:25][CH:24]=[CH:23][C:22]=1[CH2:27][OH:28])(=[O:20])=[O:19])[CH:3]1[CH2:8][CH2:7][N:6]([C:9]([NH:11][C:12]2[CH:17]=[CH:16][N:15]=[N:14][CH:13]=2)=[O:10])[CH2:5][CH2:4]1, predict the reactants needed to synthesize it. The reactants are: [F:1][C:2]([F:29])([S:18]([C:21]1[CH:26]=[CH:25][CH:24]=[CH:23][C:22]=1[CH:27]=[O:28])(=[O:20])=[O:19])[CH:3]1[CH2:8][CH2:7][N:6]([C:9]([NH:11][C:12]2[CH:17]=[CH:16][N:15]=[N:14][CH:13]=2)=[O:10])[CH2:5][CH2:4]1.CO.[BH4-].[Na+].